The task is: Binary Classification. Given a miRNA mature sequence and a target amino acid sequence, predict their likelihood of interaction.. This data is from Experimentally validated miRNA-target interactions with 360,000+ pairs, plus equal number of negative samples. The miRNA is hsa-miR-4666a-3p with sequence CAUACAAUCUGACAUGUAUUU. The protein sequence of the target gene is MLRTTRGPGLGPPLLQAALGLGRAGWHWPAGRAASGGRGRAWLQPTGRETGVQVYNSLTGRKEPLIVAHAEAASWYSCGPTVYDHAHLGHACSYVRFDIIRRILTKVFGCSIVMVMGITDVDDKIIKRANEMNISPASLASLYEEDFKQDMAALKVLPPTVYLRVTENIPQIISFIEGIIARGNAYSTAKGNVYFDLKSRGDKYGKLVGVVPGPVGEPADSDKRHASDFALWKAAKPQEVFWASPWGPGRPGWHIECSAIASMVFGSQLDIHSGGIDLAFPHHENEIAQCEVFHQCEQWG.... Result: 0 (no interaction).